From a dataset of NCI-60 drug combinations with 297,098 pairs across 59 cell lines. Regression. Given two drug SMILES strings and cell line genomic features, predict the synergy score measuring deviation from expected non-interaction effect. (1) Drug 1: C1=NC2=C(N1)C(=S)N=CN2. Drug 2: N.N.Cl[Pt+2]Cl. Cell line: SK-MEL-28. Synergy scores: CSS=22.9, Synergy_ZIP=-3.35, Synergy_Bliss=-1.36, Synergy_Loewe=-15.2, Synergy_HSA=-1.59. (2) Cell line: SK-MEL-28. Drug 1: C(=O)(N)NO. Synergy scores: CSS=2.96, Synergy_ZIP=-0.745, Synergy_Bliss=0.764, Synergy_Loewe=2.69, Synergy_HSA=0.190. Drug 2: CN(C(=O)NC(C=O)C(C(C(CO)O)O)O)N=O. (3) Drug 1: C1=CC(=C2C(=C1NCCNCCO)C(=O)C3=C(C=CC(=C3C2=O)O)O)NCCNCCO. Drug 2: CC=C1C(=O)NC(C(=O)OC2CC(=O)NC(C(=O)NC(CSSCCC=C2)C(=O)N1)C(C)C)C(C)C. Cell line: OVCAR3. Synergy scores: CSS=60.2, Synergy_ZIP=6.24, Synergy_Bliss=5.92, Synergy_Loewe=4.81, Synergy_HSA=7.82. (4) Drug 1: CC1=C(C(=CC=C1)Cl)NC(=O)C2=CN=C(S2)NC3=CC(=NC(=N3)C)N4CCN(CC4)CCO. Drug 2: C1C(C(OC1N2C=NC(=NC2=O)N)CO)O. Cell line: OVCAR-4. Synergy scores: CSS=22.0, Synergy_ZIP=-0.250, Synergy_Bliss=2.56, Synergy_Loewe=6.64, Synergy_HSA=7.73. (5) Drug 1: CC1=C(C=C(C=C1)NC(=O)C2=CC=C(C=C2)CN3CCN(CC3)C)NC4=NC=CC(=N4)C5=CN=CC=C5. Drug 2: CCC1(C2=C(COC1=O)C(=O)N3CC4=CC5=C(C=CC(=C5CN(C)C)O)N=C4C3=C2)O.Cl. Cell line: MDA-MB-435. Synergy scores: CSS=7.46, Synergy_ZIP=-0.149, Synergy_Bliss=3.51, Synergy_Loewe=-22.1, Synergy_HSA=-3.52. (6) Drug 1: CN1CCC(CC1)COC2=C(C=C3C(=C2)N=CN=C3NC4=C(C=C(C=C4)Br)F)OC. Drug 2: CN(CC1=CN=C2C(=N1)C(=NC(=N2)N)N)C3=CC=C(C=C3)C(=O)NC(CCC(=O)O)C(=O)O. Cell line: HL-60(TB). Synergy scores: CSS=55.1, Synergy_ZIP=2.82, Synergy_Bliss=-0.566, Synergy_Loewe=-33.7, Synergy_HSA=-3.66.